From a dataset of Reaction yield outcomes from USPTO patents with 853,638 reactions. Predict the reaction yield, written as a fraction of the theoretical maximum amount of product (1.0 means a 100% yield; for example, 0.34 means a 34% yield). (1) The reactants are F[C:2]1[CH:12]=[CH:11][C:5]([C:6]([O:8][CH2:9][CH3:10])=[O:7])=[CH:4][C:3]=1[C:13]1[C:14]2[CH:23]=[CH:22][N:21](S(C3C=CC(C)=CC=3)(=O)=O)[C:15]=2[C:16](=[O:20])[N:17]([CH3:19])[CH:18]=1.[C:34]1([OH:40])[CH:39]=[CH:38][CH:37]=[CH:36][CH:35]=1.C(=O)([O-])[O-].[Cs+].[Cs+]. The catalyst is CS(C)=O. The product is [CH3:19][N:17]1[CH:18]=[C:13]([C:3]2[CH:4]=[C:5]([CH:11]=[CH:12][C:2]=2[O:40][C:34]2[CH:39]=[CH:38][CH:37]=[CH:36][CH:35]=2)[C:6]([O:8][CH2:9][CH3:10])=[O:7])[C:14]2[CH:23]=[CH:22][NH:21][C:15]=2[C:16]1=[O:20]. The yield is 0.720. (2) The yield is 0.810. The catalyst is C1COCC1. The reactants are [C:1](=[O:8])([O:3][C:4]([CH3:7])([CH3:6])[CH3:5])[NH2:2].[Li]CCCC.[C:14](Cl)(=[O:18])[CH:15]=[CH:16][CH3:17].[Li]CCCC.C(Cl)(=O)C=CC.C([O-])(O)=O.[Na+]. The product is [C:14]([NH:2][C:1](=[O:8])[O:3][C:4]([CH3:7])([CH3:6])[CH3:5])(=[O:18])/[CH:15]=[CH:16]/[CH3:17]. (3) The reactants are [F:1][C:2]1[CH:7]=[CH:6][C:5]([C@@H:8]([OH:47])[CH2:9][CH2:10][C@H:11]2[C:14](=[O:15])[N:13]([C:16]3[CH:21]=[CH:20][CH:19]=[CH:18][CH:17]=3)[C@@H:12]2[C:22]2[CH:27]=[CH:26][C:25]([C:28]3[CH:33]=[CH:32][CH:31]=[C:30]([C@H:34]([OH:45])[C@H:35]4[O:41][CH:39]([OH:40])[C@H:38]([OH:42])[C@@H:37]([OH:43])[C@@H:36]4[OH:44])[CH:29]=3)=[CH:24][C:23]=2[OH:46])=[CH:4][CH:3]=1.[BH4-].[Na+]. The catalyst is C(#N)C.O.C(#N)C. The product is [F:1][C:2]1[CH:3]=[CH:4][C:5]([C@@H:8]([OH:47])[CH2:9][CH2:10][C@H:11]2[C:14](=[O:15])[N:13]([C:16]3[CH:17]=[CH:18][CH:19]=[CH:20][CH:21]=3)[C@@H:12]2[C:22]2[CH:27]=[CH:26][C:25]([C:28]3[CH:33]=[CH:32][CH:31]=[C:30]([C@H:34]([OH:45])[C@@H:35]([OH:41])[C@@H:36]([OH:44])[C@H:37]([OH:43])[C@@H:38]([OH:42])[CH2:39][OH:40])[CH:29]=3)=[CH:24][C:23]=2[OH:46])=[CH:6][CH:7]=1. The yield is 0.220. (4) The reactants are Cl.Cl.[C:3]([C:5]1[CH:26]=[CH:25][C:8]([CH2:9][NH:10][S:11]([CH2:14][CH2:15][N:16]2[CH2:23][CH:22]3[O:24][CH:18]([CH2:19][NH:20][CH2:21]3)[CH2:17]2)(=[O:13])=[O:12])=[CH:7][CH:6]=1)#[N:4].Br[CH2:28][CH2:29][C:30]1[CH:35]=[CH:34][CH:33]=[C:32]([F:36])[CH:31]=1.C(=O)([O-])[O-].[K+].[K+].C(#N)C. The catalyst is O. The product is [C:3]([C:5]1[CH:6]=[CH:7][C:8]([CH2:9][NH:10][S:11]([CH2:14][CH2:15][N:16]2[CH2:23][CH:22]3[O:24][CH:18]([CH2:19][N:20]([CH2:28][CH2:29][C:30]4[CH:35]=[CH:34][CH:33]=[C:32]([F:36])[CH:31]=4)[CH2:21]3)[CH2:17]2)(=[O:13])=[O:12])=[CH:25][CH:26]=1)#[N:4]. The yield is 0.303. (5) The reactants are [O:1]1[C:5]2[CH:6]=[CH:7][C:8]([CH2:10][C:11]3[N:20]4[N:21]=[C:22]([NH2:24])[N:23]=[C:19]4[C:18]4[C:17](F)=[CH:16][C:15]([F:26])=[CH:14][C:13]=4[N:12]=3)=[CH:9][C:4]=2[O:3][CH2:2]1.O1C2C=CC(CC3N4N=C(N)N=C4C4C=CC(F)=CC=4N=3)=CC=2OC1.[OH:52][CH2:53][CH2:54][NH2:55]. No catalyst specified. The product is [NH2:24][C:22]1[N:23]=[C:19]2[N:20]([C:11]([CH2:10][C:8]3[CH:7]=[CH:6][C:5]4[O:1][CH2:2][O:3][C:4]=4[CH:9]=3)=[N:12][C:13]3[CH:14]=[C:15]([F:26])[CH:16]=[C:17]([NH:55][CH2:54][CH2:53][OH:52])[C:18]=32)[N:21]=1. The yield is 0.170. (6) The yield is 0.540. The product is [CH3:28][C:2]1([CH3:1])[CH2:7][CH2:6][C:5]([C:8]2[CH:13]=[C:12]([C:14]([S:38][CH2:37][C:34]3[CH:35]=[CH:36][C:31]([O:30][CH3:29])=[CH:32][CH:33]=3)([CH3:15])[CH3:16])[CH:11]=[CH:10][C:9]=2[NH:18][C:19]([C:21]2[NH:22][CH:23]=[C:24]([C:26]#[N:27])[N:25]=2)=[O:20])=[CH:4][CH2:3]1. The reactants are [CH3:1][C:2]1([CH3:28])[CH2:7][CH2:6][C:5]([C:8]2[CH:13]=[C:12]([C:14](O)([CH3:16])[CH3:15])[CH:11]=[CH:10][C:9]=2[NH:18][C:19]([C:21]2[NH:22][CH:23]=[C:24]([C:26]#[N:27])[N:25]=2)=[O:20])=[CH:4][CH2:3]1.[CH3:29][O:30][C:31]1[CH:36]=[CH:35][C:34]([CH2:37][SH:38])=[CH:33][CH:32]=1.C(O)(C(F)(F)F)=O. The catalyst is C(Cl)Cl. (7) The reactants are [CH3:1][C:2]1[C:6]2[CH:7]=[N:8][CH:9]=[CH:10][C:5]=2[S:4][C:3]=1[CH:11]=[O:12].[CH:13]1([Mg]Br)[CH2:18][CH2:17][CH2:16][CH2:15][CH2:14]1.[Cl-].[NH4+].C[N+]1([O-])CCOCC1. The catalyst is O1CCCC1.[Ru]([O-])(=O)(=O)=O.C([N+](CCC)(CCC)CCC)CC.C(#N)C. The product is [CH:13]1([C:11]([C:3]2[S:4][C:5]3[CH:10]=[CH:9][N:8]=[CH:7][C:6]=3[C:2]=2[CH3:1])=[O:12])[CH2:18][CH2:17][CH2:16][CH2:15][CH2:14]1. The yield is 0.310.